Dataset: Reaction yield outcomes from USPTO patents with 853,638 reactions. Task: Predict the reaction yield, written as a fraction of the theoretical maximum amount of product (1.0 means a 100% yield; for example, 0.34 means a 34% yield). (1) The reactants are CC1(C)C(C)(C)OB([C:9]2[CH:14]=[CH:13][C:12]([CH2:15][CH2:16][CH2:17][CH2:18][CH2:19][CH2:20][CH2:21][CH3:22])=[CH:11][CH:10]=2)O1.Br[C:25]1[C:30]([F:31])=[C:29]([F:32])[C:28]([NH2:33])=[C:27]([F:34])[C:26]=1[F:35]. No catalyst specified. The product is [F:31][C:30]1[C:29]([F:32])=[C:28]([NH2:33])[C:27]([F:34])=[C:26]([F:35])[C:25]=1[C:9]1[CH:10]=[CH:11][C:12]([CH2:15][CH2:16][CH2:17][CH2:18][CH2:19][CH2:20][CH2:21][CH3:22])=[CH:13][CH:14]=1. The yield is 0.910. (2) The reactants are Cl.[C:2](=[NH:7])([NH2:6])[CH2:3][CH2:4][CH3:5].C[O-].[Na+].[C:11]([C:13]1[CH:18]=[CH:17][CH:16]=[CH:15][C:14]=1[C:19]1[CH:24]=[CH:23][C:22]([CH2:25][CH:26]([C:31](=O)[CH2:32][CH2:33][CH2:34][CH3:35])[C:27](OC)=[O:28])=[CH:21][CH:20]=1)#[N:12]. The catalyst is CO. The product is [CH2:32]([C:31]1[N:7]=[C:2]([CH2:3][CH2:4][CH3:5])[NH:6][C:27](=[O:28])[C:26]=1[CH2:25][C:22]1[CH:21]=[CH:20][C:19]([C:14]2[C:13]([C:11]#[N:12])=[CH:18][CH:17]=[CH:16][CH:15]=2)=[CH:24][CH:23]=1)[CH2:33][CH2:34][CH3:35]. The yield is 0.820.